The task is: Regression. Given a peptide amino acid sequence and an MHC pseudo amino acid sequence, predict their binding affinity value. This is MHC class II binding data.. This data is from Peptide-MHC class II binding affinity with 134,281 pairs from IEDB. (1) The peptide sequence is SSYAATEVANAAAGQ. The MHC is DRB1_1501 with pseudo-sequence DRB1_1501. The binding affinity (normalized) is 0.421. (2) The peptide sequence is KFVDSTVVASVTIID. The MHC is DRB1_0301 with pseudo-sequence DRB1_0301. The binding affinity (normalized) is 0.210.